Dataset: Reaction yield outcomes from USPTO patents with 853,638 reactions. Task: Predict the reaction yield, written as a fraction of the theoretical maximum amount of product (1.0 means a 100% yield; for example, 0.34 means a 34% yield). The reactants are [CH:1]1([OH:6])[CH2:5][CH2:4][CH2:3][CH2:2]1.[H-].[Na+].Br[C:10]1[CH:14]=[CH:13][S:12][CH:11]=1.[C-]#N.[Na+]. The catalyst is CN(C)C=O.O. The product is [CH:1]1([O:6][C:10]2[CH:14]=[CH:13][S:12][CH:11]=2)[CH2:5][CH2:4][CH2:3][CH2:2]1. The yield is 0.700.